This data is from Reaction yield outcomes from USPTO patents with 853,638 reactions. The task is: Predict the reaction yield, written as a fraction of the theoretical maximum amount of product (1.0 means a 100% yield; for example, 0.34 means a 34% yield). (1) The reactants are C1C(=O)N([Br:8])C(=O)C1.C1(P(C2C=CC=CC=2)C2C=CC=CC=2)C=CC=CC=1.N1C=CC=CC=1.[C:34]([O:38][C:39]([N:41]([C:56]([O:58][C:59]([CH3:62])([CH3:61])[CH3:60])=[O:57])[C@:42]([CH3:55])([C:47]([O:49][CH:50]1[CH2:54][CH2:53][CH2:52][CH2:51]1)=[O:48])[CH2:43][CH2:44][CH2:45]O)=[O:40])([CH3:37])([CH3:36])[CH3:35]. The catalyst is C(Cl)Cl. The product is [Br:8][CH2:45][CH2:44][CH2:43][C@@:42]([CH3:55])([C:47]([O:49][CH:50]1[CH2:54][CH2:53][CH2:52][CH2:51]1)=[O:48])[N:41]([C:56]([O:58][C:59]([CH3:62])([CH3:61])[CH3:60])=[O:57])[C:39]([O:38][C:34]([CH3:37])([CH3:36])[CH3:35])=[O:40]. The yield is 0.300. (2) The reactants are [CH3:1][N:2]1[C@@H:18]2[CH2:19][C:7]3[CH:8]=[CH:9][C:10]([O:22][CH3:23])=[C:11]4[O:12][C@H:13]5[C:14]([O:20][CH3:21])=[CH:15][CH:16]=[C:17]2[C@:5]5([C:6]=34)[CH2:4][CH2:3]1.[Li+].CCC[CH2-].Cl[C:30]([O:32][CH2:33][CH3:34])=[O:31].[NH4+].[Cl-]. The catalyst is O1CCCC1.CCCCCC. The product is [CH3:21][O:20][C:14]1[C:13]2([C:30]([O:32][CH2:33][CH3:34])=[O:31])[O:12][C:11]3=[C:6]4[C:5]52[C:17](=[CH:16][CH:15]=1)[CH:18]([CH2:19][C:7]4=[CH:8][CH:9]=[C:10]3[O:22][CH3:23])[N:2]([CH3:1])[CH2:3][CH2:4]5. The yield is 0.640. (3) The reactants are Cl[C:2]1[CH:7]=[CH:6][C:5]([N+:8]([O-:10])=[O:9])=[CH:4][N:3]=1.[CH:11]1([OH:16])[CH2:15][CH2:14][CH2:13][CH2:12]1.[H-].[Na+]. The catalyst is C1COCC1. The product is [CH:11]1([O:16][C:2]2[CH:7]=[CH:6][C:5]([N+:8]([O-:10])=[O:9])=[CH:4][N:3]=2)[CH2:15][CH2:14][CH2:13][CH2:12]1. The yield is 0.0400. (4) The reactants are [C:1]([CH2:9][C:10]([O:12]CC)=O)(=O)[C:2]1[CH:7]=[CH:6][CH:5]=[CH:4][CH:3]=1.[CH3:15][NH:16][NH2:17]. The catalyst is C(O)C. The product is [CH3:15][N:16]1[C:10](=[O:12])[CH2:9][C:1]([C:2]2[CH:7]=[CH:6][CH:5]=[CH:4][CH:3]=2)=[N:17]1. The yield is 0.730. (5) The reactants are [Cl:1][C:2]1[CH:3]=[C:4]([CH:17]=[CH:18][C:19]=1[O:20][CH2:21][O:22][CH3:23])[C:5]([NH:7][C:8]([CH3:16])([C:10]1[CH:15]=[CH:14][CH:13]=[CH:12][CH:11]=1)[CH3:9])=[O:6].CN(CCN(C)C)C.CN([CH:35]=[O:36])C. The catalyst is C1COCC1. The product is [Cl:1][C:2]1[C:19]([O:20][CH2:21][O:22][CH3:23])=[CH:18][CH:17]=[C:4]2[C:3]=1[CH:35]([OH:36])[N:7]([C:8]([CH3:16])([C:10]1[CH:15]=[CH:14][CH:13]=[CH:12][CH:11]=1)[CH3:9])[C:5]2=[O:6]. The yield is 0.980. (6) The reactants are [C:1]1([CH3:11])[CH:6]=[CH:5][C:4]([S:7](Cl)(=[O:9])=[O:8])=[CH:3][CH:2]=1.O.[NH2:13][C:14]1[CH:15]=[C:16]2[C:21](=[CH:22][CH:23]=1)[CH:20]=[N:19][CH:18]=[CH:17]2. The catalyst is N1C=CC=CC=1. The product is [C:1]1([CH3:11])[CH:6]=[CH:5][C:4]([S:7]([NH:13][C:14]2[CH:15]=[C:16]3[C:21](=[CH:22][CH:23]=2)[CH:20]=[N:19][CH:18]=[CH:17]3)(=[O:9])=[O:8])=[CH:3][CH:2]=1. The yield is 0.850.